This data is from NCI-60 drug combinations with 297,098 pairs across 59 cell lines. The task is: Regression. Given two drug SMILES strings and cell line genomic features, predict the synergy score measuring deviation from expected non-interaction effect. (1) Drug 1: CC1=C(C=C(C=C1)NC2=NC=CC(=N2)N(C)C3=CC4=NN(C(=C4C=C3)C)C)S(=O)(=O)N.Cl. Drug 2: C#CCC(CC1=CN=C2C(=N1)C(=NC(=N2)N)N)C3=CC=C(C=C3)C(=O)NC(CCC(=O)O)C(=O)O. Cell line: IGROV1. Synergy scores: CSS=-1.66, Synergy_ZIP=-0.324, Synergy_Bliss=-2.11, Synergy_Loewe=-2.33, Synergy_HSA=-2.32. (2) Drug 1: CCCS(=O)(=O)NC1=C(C(=C(C=C1)F)C(=O)C2=CNC3=C2C=C(C=N3)C4=CC=C(C=C4)Cl)F. Drug 2: CC1=C2C(C(=O)C3(C(CC4C(C3C(C(C2(C)C)(CC1OC(=O)C(C(C5=CC=CC=C5)NC(=O)C6=CC=CC=C6)O)O)OC(=O)C7=CC=CC=C7)(CO4)OC(=O)C)O)C)OC(=O)C. Cell line: BT-549. Synergy scores: CSS=51.2, Synergy_ZIP=5.99, Synergy_Bliss=8.37, Synergy_Loewe=-32.5, Synergy_HSA=6.88. (3) Drug 1: CS(=O)(=O)C1=CC(=C(C=C1)C(=O)NC2=CC(=C(C=C2)Cl)C3=CC=CC=N3)Cl. Drug 2: C1=CC(=C2C(=C1NCCNCCO)C(=O)C3=C(C=CC(=C3C2=O)O)O)NCCNCCO. Cell line: RPMI-8226. Synergy scores: CSS=52.5, Synergy_ZIP=10.8, Synergy_Bliss=16.7, Synergy_Loewe=-24.3, Synergy_HSA=12.7.